This data is from Peptide-MHC class I binding affinity with 185,985 pairs from IEDB/IMGT. The task is: Regression. Given a peptide amino acid sequence and an MHC pseudo amino acid sequence, predict their binding affinity value. This is MHC class I binding data. (1) The peptide sequence is YTPSKLIEY. The MHC is HLA-A26:01 with pseudo-sequence HLA-A26:01. The binding affinity (normalized) is 0.643. (2) The peptide sequence is FIKDRATAV. The MHC is HLA-B15:17 with pseudo-sequence HLA-B15:17. The binding affinity (normalized) is 0.0847. (3) The peptide sequence is SIVAYTMSL. The MHC is HLA-A02:01 with pseudo-sequence HLA-A02:01. The binding affinity (normalized) is 0.726.